This data is from Reaction yield outcomes from USPTO patents with 853,638 reactions. The task is: Predict the reaction yield, written as a fraction of the theoretical maximum amount of product (1.0 means a 100% yield; for example, 0.34 means a 34% yield). (1) The reactants are O[C@@H](C1C=CC=CC=1)C(O)=O.[CH3:12][C@H:13]1[CH2:18][CH2:17][CH2:16][NH:15][CH2:14]1.[OH-].[Na+].[CH3:21][C:22]([O:25][C:26](O[C:26]([O:25][C:22]([CH3:24])([CH3:23])[CH3:21])=[O:27])=[O:27])([CH3:24])[CH3:23]. The catalyst is C1COCC1. The product is [CH3:12][C@H:13]1[CH2:18][CH2:17][CH2:16][N:15]([C:26]([O:25][C:22]([CH3:24])([CH3:23])[CH3:21])=[O:27])[CH2:14]1. The yield is 0.870. (2) The reactants are F[C:2]1[CH:3]=[C:4]([C:34]2[C:35]([C:40]#[N:41])=[CH:36][CH:37]=[CH:38][CH:39]=2)[CH:5]=[CH:6][C:7]=1[CH2:8][C:9]1[C:10](=[O:33])[N:11]([C@H:21]2[CH2:26][CH2:25][C@H:24]([O:27][CH:28]([CH:30]3[CH2:32][O:31]3)[CH3:29])[CH2:23][CH2:22]2)[C:12]2[N:13]([N:18]=[CH:19][N:20]=2)[C:14]=1[CH2:15][CH2:16][CH3:17].CCCC[N+](CCCC)(CCCC)CCCC.[FH:59].[FH:60].[F-]. The catalyst is ClC1C=CC=CC=1. The product is [F:59][C:2]1[CH:3]=[C:4]([C:34]2[C:35]([C:40]#[N:41])=[CH:36][CH:37]=[CH:38][CH:39]=2)[CH:5]=[CH:6][C:7]=1[CH2:8][C:9]1[C:10](=[O:33])[N:11]([C@H:21]2[CH2:26][CH2:25][C@H:24]([O:27][CH:28]([CH3:29])[CH:30]([OH:31])[CH2:32][F:60])[CH2:23][CH2:22]2)[C:12]2[N:13]([N:18]=[CH:19][N:20]=2)[C:14]=1[CH2:15][CH2:16][CH3:17]. The yield is 0.510. (3) The reactants are [C:1]([O:4][CH2:5][C@:6]12[O:13][C@:10]([C:14]3[CH:19]=[CH:18][C:17]([Cl:20])=[C:16]([CH2:21][C:22]4[CH:27]=[CH:26][C:25]([O:28][CH2:29][CH3:30])=[CH:24][CH:23]=4)[CH:15]=3)([O:11][CH2:12]1)[C@H:9]([O:31][CH2:32][C:33]1[CH:38]=[CH:37][CH:36]=[CH:35][CH:34]=1)[C@@H:8]([O:39][CH2:40][C:41]1[CH:46]=[CH:45][CH:44]=[CH:43][CH:42]=1)[C:7]2=[O:47])(=[O:3])[CH3:2].[BH4-].[Na+]. The catalyst is CO.O1CCCC1. The product is [C:1]([O:4][CH2:5][C@:6]12[O:13][C@:10]([C:14]3[CH:19]=[CH:18][C:17]([Cl:20])=[C:16]([CH2:21][C:22]4[CH:27]=[CH:26][C:25]([O:28][CH2:29][CH3:30])=[CH:24][CH:23]=4)[CH:15]=3)([O:11][CH2:12]1)[C@H:9]([O:31][CH2:32][C:33]1[CH:34]=[CH:35][CH:36]=[CH:37][CH:38]=1)[C@@H:8]([O:39][CH2:40][C:41]1[CH:46]=[CH:45][CH:44]=[CH:43][CH:42]=1)[C@H:7]2[OH:47])(=[O:3])[CH3:2]. The yield is 1.00. (4) The reactants are [N:1]1[CH:6]=[CH:5][CH:4]=[C:3]([CH:7]=[O:8])[CH:2]=1.[F:9][C:10]1[CH:15]=[CH:14][C:13]([Mg]Br)=[CH:12][CH:11]=1. The catalyst is O1CCCC1.CCOCC. The product is [F:9][C:10]1[CH:15]=[CH:14][C:13]([CH:7]([C:3]2[CH:2]=[N:1][CH:6]=[CH:5][CH:4]=2)[OH:8])=[CH:12][CH:11]=1. The yield is 0.930. (5) The reactants are [CH3:1][C:2]([C@H:5]([NH:47][C:48]([O:50][CH3:51])=[O:49])[C:6]([NH:8][C@H:9]([C@@H:17]([OH:46])[CH2:18][N:19]([NH:33][C:34]([C@@H:36]([NH:41][C:42]([O:44][CH3:45])=[O:43])[C:37]([CH3:40])([CH3:39])[CH3:38])=[O:35])[CH2:20][C:21]1[CH:26]=[CH:25][C:24]([C:27]2[N:32]=[CH:31][CH:30]=[CH:29][CH:28]=2)=[CH:23][CH:22]=1)[CH2:10][C:11]1[CH:16]=[CH:15][CH:14]=[CH:13][CH:12]=1)=[O:7])([CH3:4])[CH3:3].[S:52](=[O:56])(=[O:55])([OH:54])[OH:53]. The catalyst is CCO.CCOC(C)=O. The product is [CH3:4][C:2]([C@H:5]([NH:47][C:48]([O:50][CH3:51])=[O:49])[C:6]([NH:8][C@H:9]([C@@H:17]([OH:46])[CH2:18][N:19]([NH:33][C:34]([C@@H:36]([NH:41][C:42]([O:44][CH3:45])=[O:43])[C:37]([CH3:38])([CH3:39])[CH3:40])=[O:35])[CH2:20][C:21]1[CH:22]=[CH:23][C:24]([C:27]2[CH:28]=[CH:29][CH:30]=[CH:31][N:32]=2)=[CH:25][CH:26]=1)[CH2:10][C:11]1[CH:16]=[CH:15][CH:14]=[CH:13][CH:12]=1)=[O:7])([CH3:1])[CH3:3].[OH:55][S:52]([OH:56])(=[O:54])=[O:53]. The yield is 0.550. (6) The reactants are FC(F)(F)S(O[C:7]1[CH:12]=[C:11]([Cl:13])[CH:10]=[C:9]([C:14]2[N:19]=[N:18][C:17]([NH2:20])=[N:16][C:15]=2[C:21]2[CH:26]=[CH:25][CH:24]=[CH:23][CH:22]=2)[CH:8]=1)(=O)=O.[CH2:29]([Sn](CCCC)(CCCC)C=C)[CH2:30]CC. No catalyst specified. The product is [Cl:13][C:11]1[CH:10]=[C:9]([C:14]2[N:19]=[N:18][C:17]([NH2:20])=[N:16][C:15]=2[C:21]2[CH:26]=[CH:25][CH:24]=[CH:23][CH:22]=2)[CH:8]=[C:7]([CH:29]=[CH2:30])[CH:12]=1. The yield is 0.110. (7) The reactants are FC(F)(F)C(O)=O.[CH3:8][O:9][C:10]1[CH:15]=[C:14]([N:16]2[CH:20]=[CH:19][CH:18]=[N:17]2)[CH:13]=[CH:12][C:11]=1[C:21]1[N:26]=[N:25][C:24]([O:27][CH:28]2[CH2:32][CH2:31][N:30](C(OC(C)(C)C)=O)[CH2:29]2)=[CH:23][CH:22]=1.[OH-].[Na+]. The catalyst is C(Cl)Cl. The product is [CH3:8][O:9][C:10]1[CH:15]=[C:14]([N:16]2[CH:20]=[CH:19][CH:18]=[N:17]2)[CH:13]=[CH:12][C:11]=1[C:21]1[N:26]=[N:25][C:24]([O:27][CH:28]2[CH2:32][CH2:31][NH:30][CH2:29]2)=[CH:23][CH:22]=1. The yield is 1.00. (8) The product is [NH2:22][S:19]([C:10]1[CH:9]=[C:8]([CH:7]=[C:6]([NH:5][CH2:4][CH2:3][CH2:2][CH3:1])[C:11]=1[O:12][C:13]1[CH:18]=[CH:17][CH:16]=[CH:15][CH:14]=1)[C:23]([O:25][CH2:27][C:28]([N:30]([CH3:32])[CH3:31])=[O:29])=[O:24])(=[O:21])=[O:20]. The reactants are [CH3:1][CH2:2][CH2:3][CH2:4][NH:5][C:6]1[CH:7]=[C:8]([C:23]([OH:25])=[O:24])[CH:9]=[C:10]([S:19]([NH2:22])(=[O:21])=[O:20])[C:11]=1[O:12][C:13]1[CH:14]=[CH:15][CH:16]=[CH:17][CH:18]=1.Cl[CH2:27][C:28]([N:30]([CH3:32])[CH3:31])=[O:29].C(N(CC)CC)C.[I-].[Na+]. The yield is 0.600. The catalyst is CN(C)C=O.